Dataset: CYP3A4 inhibition data for predicting drug metabolism from PubChem BioAssay. Task: Regression/Classification. Given a drug SMILES string, predict its absorption, distribution, metabolism, or excretion properties. Task type varies by dataset: regression for continuous measurements (e.g., permeability, clearance, half-life) or binary classification for categorical outcomes (e.g., BBB penetration, CYP inhibition). Dataset: cyp3a4_veith. The drug is CC1CCN(C(=S)c2ccc(O)cc2)CC1. The result is 0 (non-inhibitor).